Dataset: Peptide-MHC class II binding affinity with 134,281 pairs from IEDB. Task: Regression. Given a peptide amino acid sequence and an MHC pseudo amino acid sequence, predict their binding affinity value. This is MHC class II binding data. (1) The peptide sequence is ARILRQLATPISVII. The MHC is HLA-DQA10301-DQB10302 with pseudo-sequence HLA-DQA10301-DQB10302. The binding affinity (normalized) is 0.257. (2) The peptide sequence is EKKYFAATQFEPLAP. The MHC is HLA-DQA10501-DQB10301 with pseudo-sequence HLA-DQA10501-DQB10301. The binding affinity (normalized) is 0.321. (3) The peptide sequence is YDKFLANVSTVNTGK. The MHC is DRB1_0405 with pseudo-sequence DRB1_0405. The binding affinity (normalized) is 0.694. (4) The peptide sequence is DHMSIYKFMGRSHFL. The MHC is HLA-DQA10401-DQB10402 with pseudo-sequence HLA-DQA10401-DQB10402. The binding affinity (normalized) is 0.0597. (5) The peptide sequence is DVLSQPMLPHTWDGS. The MHC is DRB1_0701 with pseudo-sequence DRB1_0701. The binding affinity (normalized) is 0.173. (6) The peptide sequence is LSPLTKGILGFVFTL. The MHC is DRB1_1101 with pseudo-sequence DRB1_1101. The binding affinity (normalized) is 0.326. (7) The peptide sequence is LHDLKIAIANIIDEI. The binding affinity (normalized) is 0.233. The MHC is DRB3_0202 with pseudo-sequence DRB3_0202.